Dataset: Peptide-MHC class I binding affinity with 185,985 pairs from IEDB/IMGT. Task: Regression. Given a peptide amino acid sequence and an MHC pseudo amino acid sequence, predict their binding affinity value. This is MHC class I binding data. (1) The peptide sequence is LQRFSVAPM. The MHC is HLA-A26:01 with pseudo-sequence HLA-A26:01. The binding affinity (normalized) is 0.0847. (2) The peptide sequence is SAYYLDIGF. The MHC is HLA-B35:01 with pseudo-sequence HLA-B35:01. The binding affinity (normalized) is 1.00. (3) The peptide sequence is HCQFCFLKKGL. The MHC is HLA-B27:05 with pseudo-sequence HLA-B27:05. The binding affinity (normalized) is 0.278. (4) The peptide sequence is VWLSVIWMMW. The MHC is HLA-A68:02 with pseudo-sequence HLA-A68:02. The binding affinity (normalized) is 0.